From a dataset of Forward reaction prediction with 1.9M reactions from USPTO patents (1976-2016). Predict the product of the given reaction. (1) Given the reactants [NH:1]([C:3]([CH:5]1[CH2:10][CH2:9][N:8]([C:11](OC(C)(C)C)=O)[CH2:7][CH2:6]1)=O)[NH2:2].[N:18]1[CH:23]=[CH:22][CH:21]=[CH:20][C:19]=1[C:24]#[N:25].[CH3:26][N:27]([CH3:51])[C:28]1[N:50]=[C:31]2[N:32]=[C:33]([C:42]3[CH:49]=[CH:48][C:45](C=O)=[CH:44][CH:43]=3)[C:34]([C:36]3[CH:41]=[CH:40][CH:39]=[CH:38][CH:37]=3)=[CH:35][N:30]2[N:29]=1.[BH-](OC(C)=O)(OC(C)=O)OC(C)=O.[Na+], predict the reaction product. The product is: [CH3:26][N:27]([CH3:51])[C:28]1[N:50]=[C:31]2[N:32]=[C:33]([C:42]3[CH:43]=[CH:44][C:45]([CH2:11][N:8]4[CH2:7][CH2:6][CH:5]([C:3]5[N:25]=[C:24]([C:19]6[CH:20]=[CH:21][CH:22]=[CH:23][N:18]=6)[NH:2][N:1]=5)[CH2:10][CH2:9]4)=[CH:48][CH:49]=3)[C:34]([C:36]3[CH:41]=[CH:40][CH:39]=[CH:38][CH:37]=3)=[CH:35][N:30]2[N:29]=1. (2) Given the reactants [C:1]([C:5]1[CH:6]=[C:7]([CH:17]([OH:20])[C:18]#[CH:19])[CH:8]=[CH:9][C:10]=1[N:11]1[CH2:16][CH2:15][CH2:14][CH2:13][CH2:12]1)([CH3:4])([CH3:3])[CH3:2].I[C:22]1[CH:30]=[CH:29][C:25]([C:26]([OH:28])=[O:27])=[CH:24][CH:23]=1, predict the reaction product. The product is: [C:1]([C:5]1[CH:6]=[C:7]([CH:17]([OH:20])[C:18]#[C:19][C:22]2[CH:30]=[CH:29][C:25]([C:26]([OH:28])=[O:27])=[CH:24][CH:23]=2)[CH:8]=[CH:9][C:10]=1[N:11]1[CH2:12][CH2:13][CH2:14][CH2:15][CH2:16]1)([CH3:4])([CH3:3])[CH3:2]. (3) Given the reactants [CH:1]1CC[CH2:5][CH2:4][CH2:3][CH:2]=1.C[N+]1([O-])[CH2:14][CH2:13][O:12]CC1.[OH2:16], predict the reaction product. The product is: [C@@H:13]1([OH:12])[CH2:14][CH2:5][CH2:4][CH2:3][CH2:2][C@@H:1]1[OH:16]. (4) Given the reactants [O:1]=[S:2]1(=[O:31])[C:11]2[C:10]([NH:12][C:13]3[CH:18]=[CH:17][C:16]([CH2:19][C:20]([O:22]CC)=[O:21])=[CH:15][CH:14]=3)=[N:9][C:8]([C:25]3[CH:30]=[CH:29][CH:28]=[CH:27][CH:26]=3)=[N:7][C:6]=2[CH2:5][CH2:4][CH2:3]1.[OH-].[Li+], predict the reaction product. The product is: [O:31]=[S:2]1(=[O:1])[C:11]2[C:10]([NH:12][C:13]3[CH:14]=[CH:15][C:16]([CH2:19][C:20]([OH:22])=[O:21])=[CH:17][CH:18]=3)=[N:9][C:8]([C:25]3[CH:26]=[CH:27][CH:28]=[CH:29][CH:30]=3)=[N:7][C:6]=2[CH2:5][CH2:4][CH2:3]1.